This data is from Reaction yield outcomes from USPTO patents with 853,638 reactions. The task is: Predict the reaction yield, written as a fraction of the theoretical maximum amount of product (1.0 means a 100% yield; for example, 0.34 means a 34% yield). The reactants are C(O[C:4]([CH:6]1[CH2:11][CH2:10][N:9]([C:12]([O:14][C:15]([CH3:18])([CH3:17])[CH3:16])=[O:13])[CH2:8][C:7]1=O)=O)C.C(OC(C1CC[N:28](CC2C=CC=CC=2)CC1=O)=O)C.C(OC(OC(C)(C)C)=O)(OC(C)(C)C)=O.CCN(CC)CC. The catalyst is [OH-].[OH-].[Pd+2].CCO. The product is [C:15]([O:14][C:12]([N:9]1[CH2:10][CH2:11][CH:6]2[CH:7]([NH:28][CH2:4]2)[CH2:8]1)=[O:13])([CH3:18])([CH3:17])[CH3:16]. The yield is 0.943.